From a dataset of Catalyst prediction with 721,799 reactions and 888 catalyst types from USPTO. Predict which catalyst facilitates the given reaction. (1) The catalyst class is: 2. Reactant: Cl.[F:2][C:3]([F:16])([F:15])[C:4]1[N:9]=[N:8][C:7]([C:10]2([CH2:13][NH2:14])[CH2:12][CH2:11]2)=[CH:6][CH:5]=1.C(N(CC)CC)C.[F:24][C:25]([F:36])([F:35])[C:26]1[CH:34]=[CH:33][CH:32]=[CH:31][C:27]=1[C:28](Cl)=[O:29]. Product: [F:24][C:25]([F:35])([F:36])[C:26]1[CH:34]=[CH:33][CH:32]=[CH:31][C:27]=1[C:28]([NH:14][CH2:13][C:10]1([C:7]2[N:8]=[N:9][C:4]([C:3]([F:2])([F:15])[F:16])=[CH:5][CH:6]=2)[CH2:12][CH2:11]1)=[O:29]. (2) Reactant: Cl[C:2]1[C:7]([N+:8]([O-:10])=[O:9])=[CH:6][CH:5]=[CH:4][C:3]=1[N+:11]([O-:13])=[O:12].C(N(CC)CC)C.[NH2:21][CH2:22][CH:23]([OH:26])[CH2:24][OH:25]. Product: [N+:11]([C:3]1[CH:4]=[CH:5][CH:6]=[C:7]([N+:8]([O-:10])=[O:9])[C:2]=1[NH:21][CH2:22][CH:23]([OH:26])[CH2:24][OH:25])([O-:13])=[O:12]. The catalyst class is: 30. (3) Reactant: C1(NC2CCCCC2)CCCCC1.CCCCCC.[C:20]([O:24][C:25]([CH:27]1[CH2:32][CH2:31][CH2:30][CH2:29][CH2:28]1)=[O:26])([CH3:23])([CH3:22])[CH3:21].Br[CH2:34][CH:35]([CH2:38][CH3:39])[CH2:36][CH3:37].Cl. The catalyst class is: 20. Product: [C:20]([O:24][C:25]([C:27]1([CH2:34][CH:35]([CH2:38][CH3:39])[CH2:36][CH3:37])[CH2:32][CH2:31][CH2:30][CH2:29][CH2:28]1)=[O:26])([CH3:23])([CH3:21])[CH3:22]. (4) Reactant: [CH3:1][CH:2]1[N:7]([C:8]2[CH:13]=[CH:12][C:11]([N+:14]([O-])=O)=[C:10]([C:17]([F:20])([F:19])[F:18])[CH:9]=2)[CH2:6][CH2:5][NH:4][C:3]1=[O:21]. Product: [NH2:14][C:11]1[CH:12]=[CH:13][C:8]([N:7]2[CH2:6][CH2:5][NH:4][C:3](=[O:21])[CH:2]2[CH3:1])=[CH:9][C:10]=1[C:17]([F:20])([F:19])[F:18]. The catalyst class is: 19.